From a dataset of Full USPTO retrosynthesis dataset with 1.9M reactions from patents (1976-2016). Predict the reactants needed to synthesize the given product. (1) Given the product [CH2:12]([O:19][CH2:20][C@@H:21]([CH2:22][N:8]1[CH:7]=[N:6][C:5]2[C:9]1=[N:10][C:2]([NH2:1])=[N:3][C:4]=2[Cl:11])[C@H:24]([O:26][Si:27]([C:30]([CH3:31])([CH3:33])[CH3:32])([CH3:28])[CH3:29])[CH3:25])[C:13]1[CH:18]=[CH:17][CH:16]=[CH:15][CH:14]=1, predict the reactants needed to synthesize it. The reactants are: [NH2:1][C:2]1[N:10]=[C:9]2[C:5]([NH:6][CH:7]=[N:8]2)=[C:4]([Cl:11])[N:3]=1.[CH2:12]([O:19][CH2:20][C@H:21]([C@H:24]([O:26][Si:27]([C:30]([CH3:33])([CH3:32])[CH3:31])([CH3:29])[CH3:28])[CH3:25])[CH2:22]O)[C:13]1[CH:18]=[CH:17][CH:16]=[CH:15][CH:14]=1.C1(P(C2C=CC=CC=2)C2C=CC=CC=2)C=CC=CC=1.CC(OC(/N=N/C(OC(C)C)=O)=O)C. (2) Given the product [CH3:1][O:2][C:3]1[CH:4]=[C:5]([C:9]2[CH:10]=[CH:11][C:12]3[NH:18][C:21](=[O:25])[NH:20][C:13]=3[CH:17]=2)[CH:6]=[CH:7][CH:8]=1, predict the reactants needed to synthesize it. The reactants are: [CH3:1][O:2][C:3]1[CH:4]=[C:5]([C:9]2[CH:10]=[CH:11][C:12]([NH2:18])=[C:13]([CH:17]=2)C(O)=O)[CH:6]=[CH:7][CH:8]=1.C[N:20]1CCC[C:21]1=[O:25].C(N(CC)CC)C. (3) Given the product [CH:19]([N:22]1[C:12]([C:10]2[CH:9]=[CH:8][C:5]3[O:6][CH2:7][C:2](=[O:1])[NH:3][C:4]=3[CH:11]=2)=[CH:13][C:14]([CH3:15])=[N:23]1)([CH3:21])[CH3:20], predict the reactants needed to synthesize it. The reactants are: [O:1]=[C:2]1[CH2:7][O:6][C:5]2[CH:8]=[CH:9][C:10]([C:12](=O)[CH2:13][C:14](=O)[CH3:15])=[CH:11][C:4]=2[NH:3]1.Cl.[CH:19]([NH:22][NH2:23])([CH3:21])[CH3:20]. (4) Given the product [CH3:1][C:2]1[CH:3]=[CH:4][C:5]([S:9]([CH2:12][CH2:13][CH3:14])(=[O:11])=[O:10])=[C:6]([NH:7][C:18](=[O:19])[CH3:17])[CH:8]=1, predict the reactants needed to synthesize it. The reactants are: [CH3:1][C:2]1[CH:3]=[CH:4][C:5]([S:9]([CH2:12][CH2:13][CH3:14])(=[O:11])=[O:10])=[C:6]([CH:8]=1)[NH2:7].CN1CC[O:19][CH2:18][CH2:17]1.C(Cl)(=O)C. (5) Given the product [NH2:1][C:2]1[N:3]=[C:4]([CH3:19])[C:5]2[CH:11]=[C:10]([C:28]3[CH:29]=[N:30][NH:31][CH:32]=3)[C:9](=[O:13])[N:8]([CH:14]3[CH2:18][CH2:17][CH2:16][CH2:15]3)[C:6]=2[N:7]=1, predict the reactants needed to synthesize it. The reactants are: [NH2:1][C:2]1[N:3]=[C:4]([CH3:19])[C:5]2[CH:11]=[C:10](Br)[C:9](=[O:13])[N:8]([CH:14]3[CH2:18][CH2:17][CH2:16][CH2:15]3)[C:6]=2[N:7]=1.CC1(C)C(C)(C)OB([C:28]2[CH:29]=[N:30][N:31](C(OC(C)(C)C)=O)[CH:32]=2)O1.C(=O)([O-])[O-].[K+].[K+]. (6) Given the product [CH3:21][C@H:16]1[CH2:17][CH2:18][CH2:19][CH2:20][N:15]1[CH2:14][C:10]1[CH:9]=[C:8]([C:6]2[CH:5]=[CH:4][N:3]=[C:2]([NH:22][CH2:23][CH2:24][C:25]3[CH:30]=[CH:29][C:28]([OH:31])=[CH:27][CH:26]=3)[N:7]=2)[CH:13]=[CH:12][CH:11]=1, predict the reactants needed to synthesize it. The reactants are: Cl[C:2]1[N:7]=[C:6]([C:8]2[CH:13]=[CH:12][CH:11]=[C:10]([CH2:14][N:15]3[CH2:20][CH2:19][CH2:18][CH2:17][CH:16]3[CH3:21])[CH:9]=2)[CH:5]=[CH:4][N:3]=1.[NH2:22][CH2:23][CH2:24][C:25]1[CH:30]=[CH:29][C:28]([OH:31])=[CH:27][CH:26]=1. (7) Given the product [CH:47]1[C:48]2[CH:4]([CH2:1][O:5][C:6]([NH:8][C@@H:9]([CH2:14][C:15]3[CH:16]=[CH:17][C:18]([O:21][CH2:22][C:23]#[CH:24])=[CH:19][CH:20]=3)[C:10]([O:12][CH3:13])=[O:11])=[O:7])[C:37]3[C:42](=[CH:41][CH:40]=[CH:39][CH:38]=3)[C:43]=2[CH:44]=[CH:45][CH:46]=1, predict the reactants needed to synthesize it. The reactants are: [C:1]([O:5][C:6]([NH:8][C@@H:9]([CH2:14][C:15]1[CH:20]=[CH:19][C:18]([O:21][CH2:22][C:23]#[CH:24])=[CH:17][CH:16]=1)[C:10]([O:12][CH3:13])=[O:11])=[O:7])([CH3:4])(C)C.C(O)(C(F)(F)F)=O.C(ON1C(=O)CCC1=O)(OCC1[C:48]2[C:43](=[CH:44][CH:45]=[CH:46][CH:47]=2)[C:42]2[C:37]1=[CH:38][CH:39]=[CH:40][CH:41]=2)=O.Cl. (8) The reactants are: [CH2:1]([O:8][C:9]1[CH:10]=[C:11]([C:15]2[CH:20]=[CH:19][C:18]([CH2:21][NH:22]C(=O)OC(C)(C)C)=[CH:17][CH:16]=2)[CH:12]=[CH:13][CH:14]=1)[C:2]1[CH:7]=[CH:6][CH:5]=[CH:4][CH:3]=1.FC(F)(F)C(O)=O.C(=O)([O-])O.[Na+]. Given the product [CH2:1]([O:8][C:9]1[CH:10]=[C:11]([C:15]2[CH:16]=[CH:17][C:18]([CH2:21][NH2:22])=[CH:19][CH:20]=2)[CH:12]=[CH:13][CH:14]=1)[C:2]1[CH:3]=[CH:4][CH:5]=[CH:6][CH:7]=1, predict the reactants needed to synthesize it. (9) Given the product [NH2:1][C:4]1[CH:5]=[C:6]([CH:15]=[CH:16][CH:17]=1)[O:7][CH2:8][CH2:9][N:10]1[CH2:14][CH2:13][CH2:12][CH2:11]1, predict the reactants needed to synthesize it. The reactants are: [N+:1]([C:4]1[CH:5]=[C:6]([CH:15]=[CH:16][CH:17]=1)[O:7][CH2:8][CH2:9][N:10]1[CH2:14][CH2:13][CH2:12][CH2:11]1)([O-])=O.[H][H].